This data is from Forward reaction prediction with 1.9M reactions from USPTO patents (1976-2016). The task is: Predict the product of the given reaction. (1) Given the reactants [CH:1]1([CH2:4][N:5]([CH2:24][CH2:25][CH3:26])[C:6]2[N:11]=[CH:10][N:9]=[C:8]([C:12]([NH:14][C:15]3[CH:20]=[CH:19][C:18]([CH:21]=O)=[CH:17][C:16]=3[CH3:23])=[O:13])[CH:7]=2)[CH2:3][CH2:2]1.[NH:27]1[CH2:32][CH2:31][O:30][CH2:29][CH2:28]1.C(O[BH-](OC(=O)C)OC(=O)C)(=O)C, predict the reaction product. The product is: [CH:1]1([CH2:4][N:5]([CH2:24][CH2:25][CH3:26])[C:6]2[N:11]=[CH:10][N:9]=[C:8]([C:12]([NH:14][C:15]3[CH:20]=[CH:19][C:18]([CH2:21][N:27]4[CH2:32][CH2:31][O:30][CH2:29][CH2:28]4)=[CH:17][C:16]=3[CH3:23])=[O:13])[CH:7]=2)[CH2:3][CH2:2]1. (2) Given the reactants [CH3:1][C:2]1[CH:6]=[C:5]([CH2:7][NH2:8])[N:4]([C:9]2[CH:14]=[CH:13][CH:12]=[CH:11][CH:10]=2)[N:3]=1.C(=O)([O-])[O-].[K+].[K+].Br[CH2:22][C:23]1[N:27]([C:28]2[CH:33]=[CH:32][CH:31]=[CH:30][CH:29]=2)[N:26]=[C:25]([CH3:34])[CH:24]=1.CC1C=C(CO)N(C2C=CC=CC=2)N=1, predict the reaction product. The product is: [CH3:1][C:2]1[CH:6]=[C:5]([CH2:7][NH:8][CH2:22][C:23]2[N:27]([C:28]3[CH:29]=[CH:30][CH:31]=[CH:32][CH:33]=3)[N:26]=[C:25]([CH3:34])[CH:24]=2)[N:4]([C:9]2[CH:14]=[CH:13][CH:12]=[CH:11][CH:10]=2)[N:3]=1. (3) Given the reactants [Cl:1][CH2:2][CH2:3][CH2:4][C:5](Cl)=[O:6].[NH:8]([C:15]([O:17][C:18]([CH3:21])([CH3:20])[CH3:19])=[O:16])[C@H:9]([C:12]([OH:14])=[O:13])[CH2:10][NH2:11].Cl, predict the reaction product. The product is: [C:18]([O:17][C:15]([NH:8][C@@H:9]([CH2:10][NH:11][C:5](=[O:6])[CH2:4][CH2:3][CH2:2][Cl:1])[C:12]([OH:14])=[O:13])=[O:16])([CH3:21])([CH3:20])[CH3:19].